Task: Predict the reactants needed to synthesize the given product.. Dataset: Full USPTO retrosynthesis dataset with 1.9M reactions from patents (1976-2016) (1) Given the product [Cl:14][C:6]1[C:7]([Cl:13])=[C:8]([O:11][CH3:12])[CH:9]=[CH:10][C:5]=1[CH:4]([CH3:3])[C:24]([C:19]1[CH:20]=[CH:21][C:22](=[O:23])[N:17]([CH3:16])[CH:18]=1)=[O:26], predict the reactants needed to synthesize it. The reactants are: CO[C:3](=O)[CH2:4][C:5]1[CH:10]=[CH:9][C:8]([O:11][CH3:12])=[C:7]([Cl:13])[C:6]=1[Cl:14].[CH3:16][N:17]1[C:22](=[O:23])[CH:21]=[CH:20][C:19]([C:24]([OH:26])=O)=[CH:18]1. (2) Given the product [NH2:12][C:11]1[CH:10]=[CH:9][C:5]([C:6]([NH:24][CH:25]2[CH2:30][CH2:29][CH:28]([N:31]([CH3:33])[CH3:32])[CH2:27][CH2:26]2)=[O:7])=[CH:4][C:3]=1[O:2][CH3:1], predict the reactants needed to synthesize it. The reactants are: [CH3:1][O:2][C:3]1[CH:4]=[C:5]([CH:9]=[CH:10][C:11]=1[N+:12]([O-])=O)[C:6](Cl)=[O:7].CCN(C(C)C)C(C)C.[NH2:24][CH:25]1[CH2:30][CH2:29][CH:28]([N:31]([CH3:33])[CH3:32])[CH2:27][CH2:26]1. (3) Given the product [CH3:32][C:30]([CH3:31])([CH3:33])[CH2:29][C:4]1[CH:5]=[C:6]2[C@@H:11]([NH:12][CH2:13][C@H:14]([C@@H:16]([NH:20][C:21](=[O:25])[CH2:22][O:23][CH3:24])[CH2:17][CH:18]=[CH2:19])[OH:15])[CH2:10][C:9]3([CH2:28][CH2:27][CH2:26]3)[O:8][C:7]2=[C:2]([C:36]2[N:35]([CH3:34])[CH:39]=[CH:38][N:37]=2)[N:3]=1, predict the reactants needed to synthesize it. The reactants are: Cl[C:2]1[N:3]=[C:4]([CH2:29][C:30]([CH3:33])([CH3:32])[CH3:31])[CH:5]=[C:6]2[C@@H:11]([NH:12][CH2:13][C@H:14]([C@@H:16]([NH:20][C:21](=[O:25])[CH2:22][O:23][CH3:24])[CH2:17][CH:18]=[CH2:19])[OH:15])[CH2:10][C:9]3([CH2:28][CH2:27][CH2:26]3)[O:8][C:7]=12.[CH3:34][N:35]1[CH:39]=[CH:38][N:37]=[C:36]1[Sn](CCCC)(CCCC)CCCC. (4) The reactants are: [CH3:1][O:2][C:3](=[O:19])[C:4]1[CH:9]=[C:8]([N+:10]([O-])=O)[C:7]([N+:13]([O-])=O)=[CH:6][C:5]=1[O:16][CH2:17][CH3:18]. Given the product [CH3:1][O:2][C:3](=[O:19])[C:4]1[CH:9]=[C:8]([NH2:10])[C:7]([NH2:13])=[CH:6][C:5]=1[O:16][CH2:17][CH3:18], predict the reactants needed to synthesize it. (5) Given the product [ClH:24].[NH2:1][C:2]1([CH2:18][C:19]([O:21][CH3:26])=[O:20])[CH2:7][CH2:6][N:5]([C:8]([O:10][CH2:11][C:12]2[CH:17]=[CH:16][CH:15]=[CH:14][CH:13]=2)=[O:9])[CH2:4][CH2:3]1, predict the reactants needed to synthesize it. The reactants are: [NH2:1][C:2]1([CH2:18][C:19]([OH:21])=[O:20])[CH2:7][CH2:6][N:5]([C:8]([O:10][CH2:11][C:12]2[CH:17]=[CH:16][CH:15]=[CH:14][CH:13]=2)=[O:9])[CH2:4][CH2:3]1.S(Cl)([Cl:24])=O.[CH3:26]O.